Dataset: Catalyst prediction with 721,799 reactions and 888 catalyst types from USPTO. Task: Predict which catalyst facilitates the given reaction. (1) Reactant: Cl[C:2]1[N:7]=[CH:6][C:5]2[N:8]=[C:9]([C@H:17]([O:19][CH:20]3[CH2:25][CH2:24][CH2:23][CH2:22][O:21]3)[CH3:18])[N:10]([C@@H:11]([CH3:16])[C:12]([F:15])([F:14])[F:13])[C:4]=2[CH:3]=1.[F:26][C@@H:27]1[C@H:32]([O:33][CH3:34])[CH2:31][CH2:30][N:29]([C:35]2[N:40]=[C:39]([NH2:41])[CH:38]=[CH:37][N:36]=2)[CH2:28]1.C1(P(C2CCCCC2)C2C=CC=CC=2C2C(C(C)C)=CC(C(C)C)=CC=2C(C)C)CCCCC1.C(=O)([O-])[O-].[Cs+].[Cs+]. Product: [F:26][C@@H:27]1[C@H:32]([O:33][CH3:34])[CH2:31][CH2:30][N:29]([C:35]2[N:40]=[C:39]([NH:41][C:2]3[N:7]=[CH:6][C:5]4[N:8]=[C:9]([C@H:17]([O:19][CH:20]5[CH2:25][CH2:24][CH2:23][CH2:22][O:21]5)[CH3:18])[N:10]([C@@H:11]([CH3:16])[C:12]([F:15])([F:14])[F:13])[C:4]=4[CH:3]=3)[CH:38]=[CH:37][N:36]=2)[CH2:28]1. The catalyst class is: 62. (2) Reactant: [F:1][C:2]1[CH:24]=[CH:23][C:5]([O:6][C:7]2[CH:8]=[C:9]3[C:13](=[CH:14][C:15]=2[C:16]([NH2:18])=[O:17])[N:12]([CH2:19][CH:20]([CH3:22])[CH3:21])[N:11]=[CH:10]3)=[CH:4][CH:3]=1.C(N1C=CN=C1)(N1C=CN=C1)=O.[CH2:37]([NH:44][CH2:45][CH2:46]N)[C:38]1[CH:43]=[CH:42][CH:41]=[CH:40][CH:39]=1. Product: [CH2:37]([NH:44][CH2:45][CH2:46][NH:18][C:16]([C:15]1[CH:14]=[C:13]2[C:9]([CH:10]=[N:11][N:12]2[CH2:19][CH:20]([CH3:22])[CH3:21])=[CH:8][C:7]=1[O:6][C:5]1[CH:23]=[CH:24][C:2]([F:1])=[CH:3][CH:4]=1)=[O:17])[C:38]1[CH:43]=[CH:42][CH:41]=[CH:40][CH:39]=1. The catalyst class is: 1. (3) The catalyst class is: 5. Reactant: Br[CH2:2][C:3]1[CH:12]=[CH:11][C:10]([O:13][CH2:14][CH3:15])=[CH:9][C:4]=1[C:5]([O:7]C)=O.[NH2:16][CH2:17][C:18]1[C:19](=[O:26])[NH:20][C:21]([CH3:25])=[CH:22][C:23]=1[CH3:24]. Product: [CH3:24][C:23]1[CH:22]=[C:21]([CH3:25])[NH:20][C:19](=[O:26])[C:18]=1[CH2:17][N:16]1[CH2:2][C:3]2[C:4](=[CH:9][C:10]([O:13][CH2:14][CH3:15])=[CH:11][CH:12]=2)[C:5]1=[O:7]. (4) Reactant: C(O)C.C(O[CH2:12][C:13]1([CH3:39])[CH2:17][C:16]2[C:18]([CH3:38])=[C:19]([N:24]3[CH2:29][CH2:28][N:27]([C:30]4[CH:35]=[CH:34][C:33]([O:36][CH3:37])=[CH:32][CH:31]=4)[CH2:26][CH2:25]3)[C:20]([CH3:23])=[C:21]([CH3:22])[C:15]=2[O:14]1)C1C=CC=CC=1.[CH:40]([OH:42])=[O:41]. Product: [CH:40]([O:42][CH2:12][C:13]1([CH3:39])[CH2:17][C:16]2[C:18]([CH3:38])=[C:19]([N:24]3[CH2:29][CH2:28][N:27]([C:30]4[CH:31]=[CH:32][C:33]([O:36][CH3:37])=[CH:34][CH:35]=4)[CH2:26][CH2:25]3)[C:20]([CH3:23])=[C:21]([CH3:22])[C:15]=2[O:14]1)=[O:41]. The catalyst class is: 719. (5) Reactant: [CH:1]1([CH2:4]O)[CH2:3][CH2:2]1.[NH:6]([C:15]([O:17][C:18]([CH3:21])([CH3:20])[CH3:19])=[O:16])[NH:7][C:8]([O:10][C:11]([CH3:14])([CH3:13])[CH3:12])=[O:9].C1(P(C2C=CC=CC=2)C2C=CC=CC=2)C=CC=CC=1.N(/C(OC(C)(C)C)=O)=N\C(OC(C)(C)C)=O. Product: [CH:1]1([CH2:4][N:6]([C:15]([O:17][C:18]([CH3:21])([CH3:20])[CH3:19])=[O:16])[NH:7][C:8]([O:10][C:11]([CH3:12])([CH3:13])[CH3:14])=[O:9])[CH2:3][CH2:2]1. The catalyst class is: 1. (6) Reactant: [C:1]([CH:3]([C:7]1[CH:12]=[CH:11][CH:10]=[CH:9][CH:8]=1)[CH2:4][CH:5]=[CH2:6])#[N:2].Br[CH2:14][C:15]([O:17][CH3:18])=[O:16]. Product: [C:1]([C:3]([C:7]1[CH:8]=[CH:9][CH:10]=[CH:11][CH:12]=1)([CH2:4][CH:5]=[CH2:6])[CH2:14][C:15]([O:17][CH3:18])=[O:16])#[N:2]. The catalyst class is: 1. (7) Reactant: [Cl:1][C:2]1[CH:33]=[CH:32][CH:31]=[CH:30][C:3]=1[O:4][C:5]1[CH:14]=[C:13]2[C:8]([C:9]([OH:29])=[C:10]([C:17]([NH:19][CH2:20][C:21]([CH3:28])([CH3:27])[C:22]([O:24]CC)=[O:23])=[O:18])[N:11]=[C:12]2[C:15]#[N:16])=[CH:7][CH:6]=1.O.CCOC(C)=O.Cl. Product: [Cl:1][C:2]1[CH:33]=[CH:32][CH:31]=[CH:30][C:3]=1[O:4][C:5]1[CH:14]=[C:13]2[C:8]([C:9]([OH:29])=[C:10]([C:17]([NH:19][CH2:20][C:21]([CH3:28])([CH3:27])[C:22]([OH:24])=[O:23])=[O:18])[N:11]=[C:12]2[C:15]#[N:16])=[CH:7][CH:6]=1. The catalyst class is: 273.